Dataset: Peptide-MHC class I binding affinity with 185,985 pairs from IEDB/IMGT. Task: Regression. Given a peptide amino acid sequence and an MHC pseudo amino acid sequence, predict their binding affinity value. This is MHC class I binding data. (1) The binding affinity (normalized) is 0. The peptide sequence is LYLQMNSL. The MHC is HLA-A23:01 with pseudo-sequence HLA-A23:01. (2) The peptide sequence is GDPALNMENI. The MHC is Patr-B2401 with pseudo-sequence Patr-B2401. The binding affinity (normalized) is 0. (3) The peptide sequence is TYSAGIVQI. The MHC is HLA-A33:01 with pseudo-sequence HLA-A33:01. The binding affinity (normalized) is 0. (4) The peptide sequence is ATEDPSSGY. The MHC is HLA-B39:01 with pseudo-sequence HLA-B39:01. The binding affinity (normalized) is 0.0847. (5) The peptide sequence is IILNKIVQL. The MHC is HLA-A02:06 with pseudo-sequence HLA-A02:06. The binding affinity (normalized) is 0.390. (6) The peptide sequence is RLAVENLLY. The MHC is HLA-A01:01 with pseudo-sequence HLA-A01:01. The binding affinity (normalized) is 0.0847.